From a dataset of Reaction yield outcomes from USPTO patents with 853,638 reactions. Predict the reaction yield, written as a fraction of the theoretical maximum amount of product (1.0 means a 100% yield; for example, 0.34 means a 34% yield). (1) The reactants are C[O:2][C:3](=[O:18])[CH2:4][NH:5][C:6]([C:8]1[N:9]([CH3:17])[C:10]2[C:15]([CH:16]=1)=[CH:14][CH:13]=[CH:12][CH:11]=2)=[O:7].[OH-].[Li+].Cl. The catalyst is O1CCOCC1. The product is [CH3:17][N:9]1[C:10]2[C:15](=[CH:14][CH:13]=[CH:12][CH:11]=2)[CH:16]=[C:8]1[C:6]([NH:5][CH2:4][C:3]([OH:18])=[O:2])=[O:7]. The yield is 0.930. (2) The reactants are [C:1]([O:7][C:8]([CH3:11])([CH3:10])[CH3:9])(=[O:6])[CH2:2][C:3]([CH3:5])=O.[F:12][C:13]1[C:20]([F:21])=[CH:19][CH:18]=[CH:17][C:14]=1[CH:15]=O.[NH4+:22].[OH-:23]. The catalyst is CCO.C(Cl)Cl. The product is [F:12][C:13]1[C:20]([F:21])=[CH:19][CH:18]=[CH:17][C:14]=1[CH:15]1[C:2]([C:1]([O:7][C:8]([CH3:11])([CH3:10])[CH3:9])=[O:6])=[C:3]([CH3:5])[NH:22][C:3]([CH3:5])=[C:2]1[C:1]([O:7][C:8]([CH3:11])([CH3:10])[CH3:9])=[O:23]. The yield is 0.510. (3) The reactants are [CH:1]1([C:4]2[O:5][C:6]3[C:7](=[C:9]([C:14]([O:16]C)=[O:15])[CH:10]=[C:11]([F:13])[CH:12]=3)[N:8]=2)[CH2:3][CH2:2]1.[OH-].[Na+].Cl. The catalyst is CO. The product is [CH:1]1([C:4]2[O:5][C:6]3[C:7](=[C:9]([C:14]([OH:16])=[O:15])[CH:10]=[C:11]([F:13])[CH:12]=3)[N:8]=2)[CH2:2][CH2:3]1. The yield is 0.970. (4) The reactants are [NH:1]1[CH:5]=[C:4]([C:6]#[N:7])[N:3]=[CH:2]1.[CH3:8][Si:9]([CH3:16])([CH3:15])[CH2:10][CH2:11][O:12][CH2:13]Cl.C([O-])([O-])=O.[K+].[K+].CC(C)=O. The catalyst is CCOC(C)=O. The product is [CH3:8][Si:9]([CH3:16])([CH3:15])[CH2:10][CH2:11][O:12][CH2:13][N:1]1[CH:5]=[C:4]([C:6]#[N:7])[N:3]=[CH:2]1. The yield is 0.700.